From a dataset of Full USPTO retrosynthesis dataset with 1.9M reactions from patents (1976-2016). Predict the reactants needed to synthesize the given product. (1) Given the product [CH2:28]([O:27][CH:26]1[N:15]([C:16]2[CH:21]=[CH:20][C:19]([CH2:22][CH3:23])=[CH:18][CH:17]=2)[C:10]2=[N:11][CH:12]=[CH:13][N:14]=[C:9]2[N:8]1[C:7]1[CH:24]=[CH:25][C:4]([CH2:2][CH3:3])=[CH:5][CH:6]=1)[CH3:29], predict the reactants needed to synthesize it. The reactants are: [Cl-].[CH2:2]([C:4]1[CH:25]=[CH:24][C:7]([NH:8][C:9]2[C:10]([NH2+:15][C:16]3[CH:21]=[CH:20][C:19]([CH2:22][CH3:23])=[CH:18][CH:17]=3)=[N:11][CH:12]=[CH:13][N:14]=2)=[CH:6][CH:5]=1)[CH3:3].[CH:26](OCC)(OCC)[O:27][CH2:28][CH3:29]. (2) Given the product [O:16]1[CH:15]=[C:11]([C:10]#[N:6])[O:12][CH2:13]1.[CH3:39][C:29]1[CH:34]=[CH:33][C:32]([S:35]([OH:38])(=[O:37])=[O:36])=[CH:31][CH:30]=1, predict the reactants needed to synthesize it. The reactants are: NC1C2=CC=[C:10]([C@@:11]3(C#N)[C@H:15]([OH:16])[C@H](O)[C@@H:13](CO)[O:12]3)[N:6]2N=CN=1.COC(OC)(C)C.[C:29]1([CH3:39])[CH:34]=[CH:33][C:32]([S:35]([OH:38])(=[O:37])=[O:36])=[CH:31][CH:30]=1.C(OC(C)C)(=O)C. (3) Given the product [CH2:14]([O:21][C:22]([NH:24][CH2:25][C:26]([O:28][CH2:29][N:5]1[C:6]([C:9]([O:11][CH2:12][CH3:13])=[O:10])=[CH:7][C:8]2[O:1][CH:2]=[CH:3][C:4]1=2)=[O:27])=[O:23])[C:15]1[CH:16]=[CH:17][CH:18]=[CH:19][CH:20]=1, predict the reactants needed to synthesize it. The reactants are: [O:1]1[C:8]2[CH:7]=[C:6]([C:9]([O:11][CH2:12][CH3:13])=[O:10])[NH:5][C:4]=2[CH:3]=[CH:2]1.[CH2:14]([O:21][C:22]([NH:24][CH2:25][C:26]([O:28][CH2:29]Cl)=[O:27])=[O:23])[C:15]1[CH:20]=[CH:19][CH:18]=[CH:17][CH:16]=1. (4) Given the product [CH3:14][O:13][C:6]1[CH:7]=[CH:8][C:9]([O:11][CH3:12])=[CH:10][C:5]=1[C:3]1[N:32]=[C:30]([NH:29][C:19]2[CH:20]=[CH:21][C:22]([N:23]3[CH:27]=[C:26]([CH3:28])[N:25]=[CH:24]3)=[C:17]([O:16][CH3:15])[CH:18]=2)[S:31][CH:2]=1, predict the reactants needed to synthesize it. The reactants are: Br[CH2:2][C:3]([C:5]1[CH:10]=[C:9]([O:11][CH3:12])[CH:8]=[CH:7][C:6]=1[O:13][CH3:14])=O.[CH3:15][O:16][C:17]1[CH:18]=[C:19]([NH:29][C:30]([NH2:32])=[S:31])[CH:20]=[CH:21][C:22]=1[N:23]1[CH:27]=[C:26]([CH3:28])[N:25]=[CH:24]1. (5) Given the product [O:1]1[C:5]2[CH:6]=[CH:7][C:8]([C:10](=[O:13])[CH:11]([Br:40])[CH3:12])=[CH:9][C:4]=2[CH:3]=[CH:2]1, predict the reactants needed to synthesize it. The reactants are: [O:1]1[C:5]2[CH:6]=[CH:7][C:8]([C:10](=[O:13])[CH2:11][CH3:12])=[CH:9][C:4]=2[CH:3]=[CH:2]1.N#N.C(=O)=O.CC(C)=O.C[Si]([N-][Si](C)(C)C)(C)C.[Li+].C1C(=O)N([Br:40])C(=O)C1.